From a dataset of Forward reaction prediction with 1.9M reactions from USPTO patents (1976-2016). Predict the product of the given reaction. (1) Given the reactants [Cl:1][C:2]1[CH:3]=[CH:4][C:5]2[C:6]3[C:14]([NH:15][C@@H:16]4[CH2:25][CH2:24][C:19]5(OCC[O:20]5)[CH2:18][C@H:17]4[CH3:26])=[N:13][CH:12]=[C:11]([C:27]#[N:28])[C:7]=3[NH:8][C:9]=2[CH:10]=1.CC1C=CC(S(O)(=O)=O)=CC=1.O, predict the reaction product. The product is: [Cl:1][C:2]1[CH:3]=[CH:4][C:5]2[C:6]3[C:14]([NH:15][C@@H:16]4[CH2:25][CH2:24][C:19](=[O:20])[CH2:18][C@H:17]4[CH3:26])=[N:13][CH:12]=[C:11]([C:27]#[N:28])[C:7]=3[NH:8][C:9]=2[CH:10]=1. (2) Given the reactants [Cl:1][C:2]1[CH:3]=[C:4]([CH:23]=[CH:24][C:25]=1[Cl:26])[CH2:5][CH:6]1[C:15]2[C:10](=[CH:11][CH:12]=[C:13]([O:16]C)[CH:14]=2)[CH2:9][CH2:8][CH:7]1[N:18]1[CH2:22][CH2:21][CH2:20][CH2:19]1.B(Br)(Br)Br, predict the reaction product. The product is: [Cl:1][C:2]1[CH:3]=[C:4]([CH:23]=[CH:24][C:25]=1[Cl:26])[CH2:5][CH:6]1[C:15]2[CH:14]=[C:13]([OH:16])[CH:12]=[CH:11][C:10]=2[CH2:9][CH2:8][CH:7]1[N:18]1[CH2:19][CH2:20][CH2:21][CH2:22]1. (3) Given the reactants O.[C:2]1([CH3:12])[CH:7]=[CH:6][C:5]([S:8]([OH:11])(=[O:10])=[O:9])=[CH:4][CH:3]=1.[C:13]([C@H:16]1[O:21][CH2:20][C@H:19]([NH:22][C:23]([C@@H:25]2[NH:39][C:38]3([CH2:44][CH2:43][C:42]([CH3:46])([CH3:45])[CH2:41][CH2:40]3)[C@:27]3([C:35]4[C:30](=[CH:31][C:32]([Cl:36])=[CH:33][CH:34]=4)[NH:29][C:28]3=[O:37])[C@H:26]2[C:47]2[CH:52]=[CH:51][N:50]=[C:49]([Cl:53])[C:48]=2[F:54])=[O:24])[CH2:18][CH2:17]1)(=[O:15])[NH2:14], predict the reaction product. The product is: [OH2:9].[C:2]1([CH3:12])[CH:3]=[CH:4][C:5]([S:8]([OH:11])(=[O:9])=[O:10])=[CH:6][CH:7]=1.[C:13]([C@H:16]1[O:21][CH2:20][C@H:19]([NH:22][C:23]([C@@H:25]2[NH:39][C:38]3([CH2:40][CH2:41][C:42]([CH3:46])([CH3:45])[CH2:43][CH2:44]3)[C@:27]3([C:35]4[C:30](=[CH:31][C:32]([Cl:36])=[CH:33][CH:34]=4)[NH:29][C:28]3=[O:37])[C@H:26]2[C:47]2[CH:52]=[CH:51][N:50]=[C:49]([Cl:53])[C:48]=2[F:54])=[O:24])[CH2:18][CH2:17]1)(=[O:15])[NH2:14]. (4) Given the reactants [C:1]([O:5][C:6](=[O:15])[NH:7][C:8]1[CH:13]=[CH:12][C:11]([I:14])=[CH:10][CH:9]=1)([CH3:4])([CH3:3])[CH3:2].I[CH3:17].[H-].[Na+].OS([O-])(=O)=O.[K+], predict the reaction product. The product is: [C:1]([O:5][C:6](=[O:15])[N:7]([C:8]1[CH:9]=[CH:10][C:11]([I:14])=[CH:12][CH:13]=1)[CH3:17])([CH3:4])([CH3:2])[CH3:3]. (5) Given the reactants [NH:1]1[CH2:6][CH2:5][C:4]2([C:10]3[CH:11]=[CH:12][CH:13]=[CH:14][C:9]=3[CH2:8][O:7]2)[CH2:3][CH2:2]1.I[C:16]1[CH:31]=[CH:30][C:19]([O:20][CH2:21][CH2:22][CH2:23][N:24]2[CH2:29][CH2:28][CH2:27][CH2:26][CH2:25]2)=[CH:18][CH:17]=1.CC(C)([O-])C.[Na+], predict the reaction product. The product is: [N:24]1([CH2:23][CH2:22][CH2:21][O:20][C:19]2[CH:18]=[CH:17][C:16]([N:1]3[CH2:6][CH2:5][C:4]4([C:10]5[CH:11]=[CH:12][CH:13]=[CH:14][C:9]=5[CH2:8][O:7]4)[CH2:3][CH2:2]3)=[CH:31][CH:30]=2)[CH2:29][CH2:28][CH2:27][CH2:26][CH2:25]1. (6) Given the reactants [O:1]1[C:5]2[CH:6]=[CH:7][C:8]([C:10]3([C:13]([NH:15][C:16]4[CH:21]=[C:20]([C:22]5[CH:27]=[CH:26][C:25]([C:28](=[O:32])[N:29]([CH3:31])[CH3:30])=[CH:24][CH:23]=5)[C:19]([C:33](O)=[O:34])=[CH:18][CH:17]=4)=[O:14])[CH2:12][CH2:11]3)=[CH:9][C:4]=2[O:3][CH2:2]1.CN.O1CCCC1.C[CH2:44][N:45](CC)CC.F[P-](F)(F)(F)(F)F.N1(OC(N(C)C)=[N+](C)C)C2N=CC=CC=2N=N1, predict the reaction product. The product is: [O:1]1[C:5]2[CH:6]=[CH:7][C:8]([C:10]3([C:13]([NH:15][C:16]4[CH:21]=[C:20]([C:22]5[CH:27]=[CH:26][C:25]([C:28]([N:29]([CH3:30])[CH3:31])=[O:32])=[CH:24][CH:23]=5)[C:19]([C:33]([NH:45][CH3:44])=[O:34])=[CH:18][CH:17]=4)=[O:14])[CH2:11][CH2:12]3)=[CH:9][C:4]=2[O:3][CH2:2]1. (7) Given the reactants C(N(C(C)C)CC)(C)C.CN(C(ON1N=NC2C=CC=CC1=2)=[N+](C)C)C.F[P-](F)(F)(F)(F)F.[CH3:34][N:35]([CH3:42])[CH:36]1[CH2:41][CH2:40][NH:39][CH2:38][CH2:37]1.[C:43]([O:47][C:48](=[O:60])[CH2:49][N:50]1[CH:54]=[CH:53][N:52]=[C:51]1[CH2:55][CH2:56][C:57](O)=[O:58])([CH3:46])([CH3:45])[CH3:44].C(=O)([O-])[O-].[K+].[K+].[Cl-].[Na+], predict the reaction product. The product is: [CH3:34][N:35]([CH3:42])[CH:36]1[CH2:41][CH2:40][N:39]([C:57](=[O:58])[CH2:56][CH2:55][C:51]2[N:50]([CH2:49][C:48]([O:47][C:43]([CH3:45])([CH3:44])[CH3:46])=[O:60])[CH:54]=[CH:53][N:52]=2)[CH2:38][CH2:37]1.